From a dataset of Carcinogenicity classification data from Lagunin et al.. Regression/Classification. Given a drug SMILES string, predict its toxicity properties. Task type varies by dataset: regression for continuous values (e.g., LD50, hERG inhibition percentage) or binary classification for toxic/non-toxic outcomes (e.g., AMES mutagenicity, cardiotoxicity, hepatotoxicity). Dataset: carcinogens_lagunin. (1) The drug is Cc1cc(C)c(/N=N/c2c(O)c(S(=O)(=O)O)cc3cc(S(=O)(=O)O)ccc23)cc1C. The result is 1 (carcinogenic). (2) The molecule is CCN(Cc1cccc(S(=O)(=O)O)c1)c1ccc(C(=C2C=CC(=[N+](CC)Cc3cccc(S(=O)(=O)[O-])c3)C=C2)c2ccc(N(C)C)cc2)cc1. The result is 1 (carcinogenic). (3) The molecule is CO[C@H](C)C(O)(C(=O)OCC1=CCN2CC[C@H](O)[C@@H]12)C(C)C. The result is 0 (non-carcinogenic). (4) The result is 0 (non-carcinogenic). The compound is C=C1C/C(=C/C)C(=O)O[C@@H]2CCN3CC=C(COC(=O)[C@]1(C)O)[C@H]23. (5) The compound is CCCC(=O)Nc1ncnc2c1ncn2[C@@H]1O[C@@H]2OP(=O)(O)OC[C@H]2[C@H]1OC(=O)CCC. The result is 0 (non-carcinogenic). (6) The molecule is C[N+]1(C)CCC[C@H]1C(=O)[O-]. The result is 0 (non-carcinogenic). (7) The molecule is CCC(=O)OC1(C(=O)CCl)[C@@H](C)C[C@H]2[C@@H]3CCC4=CC(=O)C=C[C@]4(C)[C@@]3(F)[C@@H](O)C[C@@]21C. The result is 0 (non-carcinogenic). (8) The drug is NCCC(=O)NCCc1c[nH]cn1. The result is 0 (non-carcinogenic).